This data is from Catalyst prediction with 721,799 reactions and 888 catalyst types from USPTO. The task is: Predict which catalyst facilitates the given reaction. (1) Reactant: [CH2:1]([NH:5][C:6]([C:8]1[CH:29]=[CH:28][C:11]2[S:12][C:13]3[CH:27]=[CH:26][CH:25]=[CH:24][C:14]=3[C:15]([C:17]3[CH:22]=[CH:21][C:20]([Cl:23])=[CH:19][CH:18]=3)=[N:16][C:10]=2[CH:9]=1)=[O:7])[CH2:2][CH2:3][CH3:4].OO.C(=O)(O)[O-:33].[Na+]. Product: [CH2:1]([NH:5][C:6]([C:8]1[CH:29]=[CH:28][C:11]2[S:12](=[O:33])[C:13]3[CH:27]=[CH:26][CH:25]=[CH:24][C:14]=3[C:15]([C:17]3[CH:22]=[CH:21][C:20]([Cl:23])=[CH:19][CH:18]=3)=[N:16][C:10]=2[CH:9]=1)=[O:7])[CH2:2][CH2:3][CH3:4]. The catalyst class is: 404. (2) Reactant: C([O:9][C@@H:10]1[C@@H:38]([O:39]C(=O)C2C=CC=CC=2)[C@H:37]([O:48]C(=O)C2C=CC=CC=2)[C@@H:36]([C@@H:57]([CH3:67])[O:58]C(=O)C2C=CC=CC=2)[O:35][C@H:11]1[O:12][C:13]1[CH:18]=[C:17]([CH2:19][O:20]C(=O)C)[CH:16]=[C:15]([F:24])[C:14]=1[CH2:25][C:26]1[CH:31]=[CH:30][C:29]([CH:32]2[CH2:34][CH2:33]2)=[CH:28][CH:27]=1)(=O)C1C=CC=CC=1.C(=O)([O-])[O-].[K+].[K+]. Product: [O:12]([C:13]1[CH:18]=[C:17]([CH2:19][OH:20])[CH:16]=[C:15]([F:24])[C:14]=1[CH2:25][C:26]1[CH:27]=[CH:28][C:29]([CH:32]2[CH2:34][CH2:33]2)=[CH:30][CH:31]=1)[C@@H:11]1[O:35][C@H:36]([C@@H:57]([CH3:67])[OH:58])[C@@H:37]([OH:48])[C@H:38]([OH:39])[C@H:10]1[OH:9]. The catalyst class is: 83. (3) Reactant: [CH3:1][O:2][C:3](=[O:14])[C:4]1[CH:9]=[CH:8][CH:7]=[C:6]([CH2:10][N:11]=[N+:12]=[N-:13])[CH:5]=1.O=C1O[C@H]([C@H](CO)O)C([O-])=C1O.[Na+].C(N(C(C)C)C(C)C)C.[C:37]([C:39]1[CH:44]=[CH:43][CH:42]=[CH:41][CH:40]=1)#[CH:38]. Product: [CH3:1][O:2][C:3](=[O:14])[C:4]1[CH:9]=[CH:8][CH:7]=[C:6]([CH2:10][N:11]2[CH:38]=[C:37]([C:39]3[CH:44]=[CH:43][CH:42]=[CH:41][CH:40]=3)[N:13]=[N:12]2)[CH:5]=1. The catalyst class is: 870. (4) Reactant: [C:1]([NH:20][CH2:21][CH:22]1[CH:27]([OH:28])[CH2:26][CH2:25][CH2:24][O:23]1)([C:14]1[CH:19]=[CH:18][CH:17]=[CH:16][CH:15]=1)([C:8]1[CH:13]=[CH:12][CH:11]=[CH:10][CH:9]=1)[C:2]1[CH:7]=[CH:6][CH:5]=[CH:4][CH:3]=1.C(N(CC)CC)C. Product: [C:1]([NH:20][CH2:21][CH:22]1[C:27](=[O:28])[CH2:26][CH2:25][CH2:24][O:23]1)([C:14]1[CH:15]=[CH:16][CH:17]=[CH:18][CH:19]=1)([C:8]1[CH:9]=[CH:10][CH:11]=[CH:12][CH:13]=1)[C:2]1[CH:7]=[CH:6][CH:5]=[CH:4][CH:3]=1. The catalyst class is: 16. (5) Reactant: [NH2:1][C:2]1[N:7]=[C:6]([C:8]2[CH:15]=[CH:14][C:11]([C:12]#[N:13])=[C:10](F)[CH:9]=2)[CH:5]=[C:4]([N:17]2[CH2:21][CH2:20][CH2:19][CH:18]2[C:22]([F:25])([F:24])[F:23])[N:3]=1.O.[NH2:27][NH2:28]. Product: [NH2:1][C:2]1[N:7]=[C:6]([C:8]2[CH:15]=[C:14]3[C:11]([C:12]([NH2:13])=[N:27][NH:28]3)=[CH:10][CH:9]=2)[CH:5]=[C:4]([N:17]2[CH2:21][CH2:20][CH2:19][CH:18]2[C:22]([F:25])([F:24])[F:23])[N:3]=1. The catalyst class is: 8. (6) Reactant: [NH2:1][CH2:2][C:3]1[CH:8]=[N:7][C:6]2[N:9]([CH2:12][O:13][CH2:14][CH2:15][Si:16]([CH3:19])([CH3:18])[CH3:17])[CH:10]=[CH:11][C:5]=2[C:4]=1[NH:20][CH:21]1[CH2:26][CH2:25][CH2:24][CH2:23][CH2:22]1.[C:27](N1C=CN=C1)(N1C=CN=C1)=[O:28]. Product: [CH:21]1([N:20]2[C:4]3[C:5]4[CH:11]=[CH:10][N:9]([CH2:12][O:13][CH2:14][CH2:15][Si:16]([CH3:19])([CH3:17])[CH3:18])[C:6]=4[N:7]=[CH:8][C:3]=3[CH2:2][NH:1][C:27]2=[O:28])[CH2:26][CH2:25][CH2:24][CH2:23][CH2:22]1. The catalyst class is: 4.